Dataset: Forward reaction prediction with 1.9M reactions from USPTO patents (1976-2016). Task: Predict the product of the given reaction. (1) The product is: [CH3:13][C:7]1[CH:8]=[CH:9][CH:10]=[C:11]2[C:6]=1[C:5](=[O:14])[N:4]([C:15]1[CH:20]=[CH:19][CH:18]=[CH:17][C:16]=1[CH3:21])[C:3]([CH2:2][NH:23][CH3:22])=[CH:12]2. Given the reactants Br[CH2:2][C:3]1[N:4]([C:15]2[CH:20]=[CH:19][CH:18]=[CH:17][C:16]=2[CH3:21])[C:5](=[O:14])[C:6]2[C:11]([CH:12]=1)=[CH:10][CH:9]=[CH:8][C:7]=2[CH3:13].[CH3:22][NH2:23], predict the reaction product. (2) Given the reactants [NH2:1][C:2]1[CH:3]=[C:4]([N:19]2[CH2:24][CH2:23][N:22]([CH2:25][CH2:26][OH:27])[CH2:21][CH2:20]2)[CH:5]=[CH:6][C:7]=1/[CH:8]=[CH:9]/[C:10]1[C:18]2[C:13](=[CH:14][CH:15]=[CH:16][CH:17]=2)[NH:12][N:11]=1.[C:28]1(=O)[O:33][C:31](=[O:32])[C:30]2=[CH:34][CH:35]=[CH:36][CH:37]=[C:29]12.C(N(CC)CC)C.O, predict the reaction product. The product is: [OH:27][CH2:26][CH2:25][N:22]1[CH2:21][CH2:20][N:19]([C:4]2[CH:5]=[CH:6][C:7](/[CH:8]=[CH:9]/[C:10]3[C:18]4[C:13](=[CH:14][CH:15]=[CH:16][CH:17]=4)[NH:12][N:11]=3)=[C:2]([N:1]3[C:31](=[O:32])[C:30]4[C:29](=[CH:37][CH:36]=[CH:35][CH:34]=4)[C:28]3=[O:33])[CH:3]=2)[CH2:24][CH2:23]1. (3) Given the reactants Br[C:2]1[CH:7]=[C:6]([F:8])[CH:5]=[CH:4][C:3]=1[Cl:9].N#N.[CH3:12][CH2:13][OH:14].[Li][CH:16](CC)C.C1CCCCC1.B(F)(F)F.C(OCC)C, predict the reaction product. The product is: [Cl:9][C:3]1[CH:4]=[CH:5][C:6]([F:8])=[CH:7][C:2]=1[CH2:12][C@H:13]([OH:14])[CH3:16]. (4) Given the reactants FC1C=CC=CC=1.[Cl-].[Al+3].[Cl-].[Cl-].C1(CC(Cl)=O)C=CC=CC=1.[F:22][C:23]1[CH:28]=[CH:27][C:26]([C:29](=[O:37])[CH2:30][C:31]2[CH:36]=[CH:35][CH:34]=[CH:33][CH:32]=2)=[CH:25][CH:24]=1.C1(C(CC2C=CC=CC=2)=O)C=CC=CC=1.Cl.[Br:54]Br.S([O-])([O-])=O.[Na+].[Na+], predict the reaction product. The product is: [Br:54][CH:30]([C:31]1[CH:32]=[CH:33][CH:34]=[CH:35][CH:36]=1)[C:29]([C:26]1[CH:25]=[CH:24][C:23]([F:22])=[CH:28][CH:27]=1)=[O:37]. (5) Given the reactants [NH2:1][CH:2]1[CH:9]2[CH2:10][C:5]3([OH:12])[CH2:6][CH:7]([CH2:11][CH:3]1[CH2:4]3)[CH2:8]2.C1N=CN([C:18]([N:20]2[CH:24]=N[CH:22]=[CH:21]2)=[O:19])C=1.CCN(C(C)C)C(C)C.[Br:34][C:35]1[CH:36]=[CH:37][CH:38]=[C:39]2[C:48]=1[C:42]1(CCNC[CH2:43]1)[CH2:41][CH:40]2[CH2:49][C:50]([O:52][CH2:53][CH3:54])=[O:51], predict the reaction product. The product is: [Br:34][C:35]1[CH:36]=[CH:37][CH:38]=[C:39]2[C:48]=1[C:42]1([CH2:22][CH2:21][N:20]([C:18](=[O:19])[NH:1][CH:2]3[CH:9]4[CH2:10][C:5]5([OH:12])[CH2:6][CH:7]([CH2:11][CH:3]3[CH2:4]5)[CH2:8]4)[CH2:24][CH2:43]1)[CH2:41][CH:40]2[CH2:49][C:50]([O:52][CH2:53][CH3:54])=[O:51]. (6) Given the reactants [C:1]([O:4][CH2:5][C@@:6]([NH:19][C:20](=[O:22])[CH3:21])([CH3:18])[CH2:7][CH2:8][C:9]1[O:10][C:11]([C:14]#[C:15][CH2:16]Br)=[CH:12][CH:13]=1)(=[O:3])[CH3:2].[Cl-:23].[NH4+].CN(C)[CH:27]=[O:28], predict the reaction product. The product is: [C:1]([O:4][CH2:5][C@@:6]([NH:19][C:20](=[O:22])[CH3:21])([CH3:18])[CH2:7][CH2:8][C:9]1[O:10][C:11]([C:14]#[C:15][CH2:16][O:28][C:27]2[CH:9]=[CH:8][C:7]([Cl:23])=[CH:6][CH:5]=2)=[CH:12][CH:13]=1)(=[O:3])[CH3:2].